From a dataset of Forward reaction prediction with 1.9M reactions from USPTO patents (1976-2016). Predict the product of the given reaction. (1) Given the reactants FC1C=C(C=CC=1OC1C=CN=CC=1)N.[F:16][C:17]1[CH:18]=[C:19]([NH:38][C:39]([N:41]2[CH2:45][CH2:44][N:43]([C:46]3[CH:51]=[CH:50][CH:49]=[CH:48][CH:47]=3)[C:42]2=[O:52])=[O:40])[CH:20]=[CH:21][C:22]=1[O:23][C:24]1[CH:29]=[CH:28][N:27]=[C:26](NC(N2CCCC2)=O)[CH:25]=1, predict the reaction product. The product is: [F:16][C:17]1[CH:18]=[C:19]([NH:38][C:39]([N:41]2[CH2:45][CH2:44][N:43]([C:46]3[CH:51]=[CH:50][CH:49]=[CH:48][CH:47]=3)[C:42]2=[O:52])=[O:40])[CH:20]=[CH:21][C:22]=1[O:23][C:24]1[CH:29]=[CH:28][N:27]=[CH:26][CH:25]=1. (2) Given the reactants [CH:1]([O:10][CH:11]([CH3:13])[CH3:12])([O:6][CH:7]([CH3:9])[CH3:8])OC(C)C.[CH3:14][C:15]1[CH:16]=C[C:18](S(O)(=O)=O)=[CH:19][CH:20]=1.C([OH:28])(C)C, predict the reaction product. The product is: [CH:11]([O:10][CH:1]([O:6][CH:7]([CH3:8])[CH3:9])[C:15]([CH3:16])([CH3:14])[C:20](=[O:28])[CH2:19][CH3:18])([CH3:12])[CH3:13].